Dataset: Full USPTO retrosynthesis dataset with 1.9M reactions from patents (1976-2016). Task: Predict the reactants needed to synthesize the given product. Given the product [NH2:8][C:5]1[CH:6]=[CH:7][C:2]([Cl:1])=[CH:3][C:4]=1[C:16]1[N:17]=[C:18]2[CH2:25][CH2:24][CH:23]([C:26]3[NH:27][C:28]([C:31]4[CH:36]=[CH:35][C:34]([NH:37][C:38](=[O:39])[O:40][CH3:41])=[CH:33][CH:32]=4)=[CH:29][N:30]=3)[N:19]2[C:20](=[O:22])[CH:21]=1, predict the reactants needed to synthesize it. The reactants are: [Cl:1][C:2]1[CH:7]=[CH:6][C:5]([NH:8]C(=O)OC(C)(C)C)=[C:4]([C:16]2[N:17]=[C:18]3[CH2:25][CH2:24][CH:23]([C:26]4[NH:27][C:28]([C:31]5[CH:36]=[CH:35][C:34]([NH:37][C:38]([O:40][CH3:41])=[O:39])=[CH:33][CH:32]=5)=[CH:29][N:30]=4)[N:19]3[C:20](=[O:22])[CH:21]=2)[CH:3]=1.FC(F)(F)C(O)=O.C(=O)([O-])O.[Na+].